From a dataset of Reaction yield outcomes from USPTO patents with 853,638 reactions. Predict the reaction yield, written as a fraction of the theoretical maximum amount of product (1.0 means a 100% yield; for example, 0.34 means a 34% yield). The reactants are [CH3:1][S:2][C:3]1[S:4][C:5]2[CH:11]=[CH:10][CH:9]=[CH:8][C:6]=2[N:7]=1.[Br:12]Br.C(O)(=O)C. The catalyst is C(Cl)(Cl)Cl. The product is [Br:12][C:10]1[CH:9]=[CH:8][C:6]2[N:7]=[C:3]([S:2][CH3:1])[S:4][C:5]=2[CH:11]=1. The yield is 0.700.